This data is from Experimentally validated miRNA-target interactions with 360,000+ pairs, plus equal number of negative samples. The task is: Binary Classification. Given a miRNA mature sequence and a target amino acid sequence, predict their likelihood of interaction. (1) The miRNA is hsa-miR-921 with sequence CUAGUGAGGGACAGAACCAGGAUUC. The protein sequence of the target gene is MKTFTWTLGVLFFLLVDTGHCRGGQFKIKKINQRRYPRATDGKEEAKKCAYTFLVPEQRITGPICVNTKGQDASTIKDMITRMDLENLKDVLSRQKREIDVLQLVVDVDGNIVNEVKLLRKESRNMNSRVTQLYMQLLHEIIRKRDNSLELSQLENKILNVTTEMLKMATRYRELEVKYASLTDLVNNQSVMITLLEEQCLRIFSRQDTHVSPPLVQVVPQHIPNSQQYTPGLLGGNEIQRDPGYPRDLMPPPDLATSPTKSPFKIPPVTFINEGPFKDCQQAKEAGHSVSGIYMIKPEN.... Result: 1 (interaction). (2) The miRNA is cfa-miR-539 with sequence GGAGAAAUUAUCCUUGGUGUGU. The protein sequence of the target gene is MVPGEENQLVPKEDVFWRCRQNIFDEMKKKFLQIENAAEEPRVLCIIQDTTNSKTVSERITLNLPASTPVRKLFEDVANKVGYINGTFDLTRENGVTTADMAPLDHTSDKSLLDANFEPGKKNFLHLTDKDGEPPQMLLEDSNNVDDSVHDRFIGPLPREGSVASTNDYVSQNYSYSSILNKSETGYVGLVNQAMTCYLNSLLQTLFMTPEFRNALYKWEFEDSEEDPVTSIPYQLQRLFVLLQTSKKRAIETTDVTRSFGWDSSEAWQQHDVQELCRVMFDALEQKWKQTEQADLINEL.... Result: 0 (no interaction). (3) The miRNA is mmu-miR-181a-5p with sequence AACAUUCAACGCUGUCGGUGAGU. The protein sequence of the target gene is MSNSRKMSEPPRFFVGPEDAEINPGNYRRFFHHAEEEEEEEDESPPERQIVVGICSMAKKSKSKPMKEILERISLFKYITVVVFEEEIILNEPVENWPLCDCLISFHSKGFPLDKAVAYAKLRNPFVINDLNMQYLIQDRRDVYSILQAEGILLPRYAILNRDPNNPKECNLIEGEDHVEVNGEVFQKPFVEKPVSAEDHNVYIYYPTSAGGGSQRLFRKIGSRSSVYSPESNVRKTGSYIYEEFMPTDGTDVKVYTVGPDYAHAEARKSPALDGKVERDSEGKEVRYPVILNAREKLIA.... Result: 1 (interaction). (4) The miRNA is hsa-miR-1910-3p with sequence GAGGCAGAAGCAGGAUGACA. The protein sequence of the target gene is MSRIYHDGALRNKAVQSVRLPGAWDPAAHQGGNGVLLEGELIDVSRHSILDTHGRKERYYVLYIRPSHIHRRKFDAKGNEIEPNFSATRKVNTGFLMSSYKVEAKGDTDRLTPEALKGLVNKPELLALTESLTPDHTVAFWMPESEMEVMELELGAGVRLKTRGDGPFLDSLAKLEAGTVTKCNFTGDGKTGASWTDNIMAQKCSKGAAAEIREQGDGAEDEEWDD. Result: 1 (interaction). (5) The miRNA is hsa-miR-302b-3p with sequence UAAGUGCUUCCAUGUUUUAGUAG. The protein sequence of the target gene is MASFPPRVNEKEIVRLRTIGELLAPAAPFDKKCGRENWTVAFAPDGSYFAWSQGHRTVKLVPWSQCLQNFLLHGTKNVTNSSSLRLPRQNSDGGQKNKPREHIIDCGDIVWSLAFGSSVPEKQSRCVNIEWHRFRFGQDQLLLATGLNNGRIKIWDVYTGKLLLNLVDHTEVVRDLTFAPDGSLILVSASRDKTLRVWDLKDDGNMMKVLRGHQNWVYSCAFSPDSSMLCSVGASKAVFLWNMDKYTMIRKLEGHHHDVVACDFSPDGALLATASYDTRVYIWDPHNGDILMEFGHLFPP.... Result: 1 (interaction). (6) The miRNA is hsa-miR-331-3p with sequence GCCCCUGGGCCUAUCCUAGAA. The protein sequence of the target gene is MAPTQGPRAPLEFGGPLGAAALLLLLPATMFHLLLAARSGPARLLGPPASLPGLEVLWSPRALLLWLAWLGLQAALYLLPARKVAEGQELKDKSRLRYPINGFQALVLTALLVGLGMSAGLPLGALPEMLLPLAFVATLTAFIFSLFLYMKAQVAPVSALAPGGNSGNPIYDFFLGRELNPRICFFDFKYFCELRPGLIGWVLINLALLMKEAELRGSPSLAMWLVNGFQLLYVGDALWHEEAVLTTMDITHDGFGFMLAFGDMAWVPFTYSLQAQFLLHHPQPLGLPMASVICLINATG.... Result: 0 (no interaction).